From a dataset of Reaction yield outcomes from USPTO patents with 853,638 reactions. Predict the reaction yield, written as a fraction of the theoretical maximum amount of product (1.0 means a 100% yield; for example, 0.34 means a 34% yield). (1) The reactants are C([O:4][C@H:5]([C:55]1[CH:60]=[CH:59][C:58]([F:61])=[CH:57][CH:56]=1)[CH2:6][CH2:7][C@@H:8]1[C@@H:11]([C:12]2[CH:17]=[CH:16][C:15]([C:18]3[CH:23]=[CH:22][CH:21]=[C:20]([O:24][C@H:25]4[O:42][C@@H:41]([C:43]([O:45]O)=[O:44])[C@H:36]([O:37]C(=O)C)[C@@H:31]([O:32]C(=O)C)[C@@H:26]4[O:27]C(=O)C)[CH:19]=3)=[CH:14][CH:13]=2)[N:10]([C:47]2[CH:52]=[CH:51][C:50]([F:53])=[CH:49][CH:48]=2)[C:9]1=[O:54])(=O)C.O.C(O)(=O)C.CO. The catalyst is CO.C(N(CC)CC)C.ClCCl. The product is [O:24]([C:20]1[CH:19]=[C:18]([C:15]2[CH:16]=[CH:17][C:12]([C@@H:11]3[C@@H:8]([CH2:7][CH2:6][C@@H:5]([C:55]4[CH:60]=[CH:59][C:58]([F:61])=[CH:57][CH:56]=4)[OH:4])[C:9](=[O:54])[N:10]3[C:47]3[CH:48]=[CH:49][C:50]([F:53])=[CH:51][CH:52]=3)=[CH:13][CH:14]=2)[CH:23]=[CH:22][CH:21]=1)[C@H:25]1[O:42][C@@H:41]([C:43]([OH:45])=[O:44])[C@H:36]([OH:37])[C@@H:31]([OH:32])[C@@H:26]1[OH:27]. The yield is 0.730. (2) The reactants are [OH:1][CH2:2][C:3]1[C:4]([C:16]2[CH:21]=[CH:20][CH:19]=[CH:18][C:17]=2[O:22][CH3:23])=[CH:5][CH:6]=[C:7]2[C:12]=1[NH:11][C:10](=[O:13])[C:9]([CH3:15])([CH3:14])[NH:8]2.C(N(CC)CC)C.[C:31](Cl)(=[O:38])[C:32]1[CH:37]=[CH:36][CH:35]=[CH:34][CH:33]=1.C(OCC)(=O)C. The catalyst is O1CCCC1.O. The product is [C:31]([O:1][CH2:2][C:3]1[C:4]([C:16]2[CH:21]=[CH:20][CH:19]=[CH:18][C:17]=2[O:22][CH3:23])=[CH:5][CH:6]=[C:7]2[C:12]=1[NH:11][C:10](=[O:13])[C:9]([CH3:14])([CH3:15])[NH:8]2)(=[O:38])[C:32]1[CH:37]=[CH:36][CH:35]=[CH:34][CH:33]=1. The yield is 0.760.